Dataset: Full USPTO retrosynthesis dataset with 1.9M reactions from patents (1976-2016). Task: Predict the reactants needed to synthesize the given product. Given the product [OH:10][C:11]1[CH:12]=[C:13]([C:21]2[CH:22]=[C:23]([CH3:29])[C:24](=[O:28])[N:25]([CH3:27])[CH:26]=2)[CH:14]=[C:15]([S:17]([CH3:20])(=[O:19])=[O:18])[CH:16]=1, predict the reactants needed to synthesize it. The reactants are: COC1C=CC(C[O:10][C:11]2[CH:12]=[C:13]([C:21]3[CH:22]=[C:23]([CH3:29])[C:24](=[O:28])[N:25]([CH3:27])[CH:26]=3)[CH:14]=[C:15]([S:17]([CH3:20])(=[O:19])=[O:18])[CH:16]=2)=CC=1.